This data is from Forward reaction prediction with 1.9M reactions from USPTO patents (1976-2016). The task is: Predict the product of the given reaction. (1) The product is: [CH:1]([S:4]([C:5]1[CH:10]=[CH:9][CH:8]=[CH:7][C:6]=1[C:11](=[O:13])[CH3:12])(=[O:14])=[O:20])([CH3:3])[CH3:2]. Given the reactants [CH:1]([S:4][C:5]1[CH:10]=[CH:9][CH:8]=[CH:7][C:6]=1[C:11](=[O:13])[CH3:12])([CH3:3])[CH3:2].[OH:14]OS([O-])=O.[K+].[OH2:20], predict the reaction product. (2) Given the reactants [Mg].II.[Cl:4][C:5]1[CH:12]=[CH:11][C:8]([CH2:9]Cl)=[CH:7][CH:6]=1.[Cl:13][C:14]1[CH:21]=[C:20]([Cl:22])[CH:19]=[CH:18][C:15]=1[C:16]#N.C([O:25]CC)C, predict the reaction product. The product is: [Cl:4][C:5]1[CH:12]=[CH:11][C:8]([CH2:9][C:16]([C:15]2[CH:18]=[CH:19][C:20]([Cl:22])=[CH:21][C:14]=2[Cl:13])=[O:25])=[CH:7][CH:6]=1. (3) Given the reactants [C:1]1([C:7]2[O:11][C:10]([SH:12])=[N:9][N:8]=2)[CH:6]=[CH:5][CH:4]=[CH:3][CH:2]=1.C1C(=O)N(Cl)C(=O)C1.[Br-].[CH3:22][O:23][C:24]1[CH:25]=[C:26]([Zn+])[CH:27]=[C:28]([O:32][CH3:33])[C:29]=1[O:30][CH3:31], predict the reaction product. The product is: [C:1]1([C:7]2[O:11][C:10]([S:12][C:26]3[CH:27]=[C:28]([O:32][CH3:33])[C:29]([O:30][CH3:31])=[C:24]([O:23][CH3:22])[CH:25]=3)=[N:9][N:8]=2)[CH:2]=[CH:3][CH:4]=[CH:5][CH:6]=1.